The task is: Predict which catalyst facilitates the given reaction.. This data is from Catalyst prediction with 721,799 reactions and 888 catalyst types from USPTO. (1) Reactant: [CH:1]([C:3]1[CH:4]=[C:5]([C:9]2[CH:10]=[C:11]3[C:15](=[C:16]([C:18]([NH2:20])=[O:19])[CH:17]=2)[NH:14][CH:13]=[C:12]3[CH:21]2[CH2:26][CH2:25][N:24]([S:27]([CH2:30][CH2:31][CH2:32][N:33]3[CH2:37][CH2:36][CH2:35][CH2:34]3)(=[O:29])=[O:28])[CH2:23][CH2:22]2)[CH:6]=[CH:7][CH:8]=1)=O.[CH2:38]([NH2:40])[CH3:39].C1COCC1.[BH4-].[Na+]. Product: [CH2:38]([NH:40][CH2:1][C:3]1[CH:4]=[C:5]([C:9]2[CH:10]=[C:11]3[C:15](=[C:16]([C:18]([NH2:20])=[O:19])[CH:17]=2)[NH:14][CH:13]=[C:12]3[CH:21]2[CH2:26][CH2:25][N:24]([S:27]([CH2:30][CH2:31][CH2:32][N:33]3[CH2:34][CH2:35][CH2:36][CH2:37]3)(=[O:29])=[O:28])[CH2:23][CH2:22]2)[CH:6]=[CH:7][CH:8]=1)[CH3:39]. The catalyst class is: 5. (2) Product: [Br:1][C:2]1[CH:3]=[C:4]([CH3:19])[C:5]([N:9]2[C:13]3[CH:14]=[CH:15][CH:16]=[CH:17][C:12]=3[N:11]([CH2:28][C:27]([F:38])([F:37])[F:26])[C:10]2=[O:18])=[C:6]([CH3:8])[CH:7]=1. The catalyst class is: 3. Reactant: [Br:1][C:2]1[CH:7]=[C:6]([CH3:8])[C:5]([N:9]2[C:13]3[CH:14]=[CH:15][CH:16]=[CH:17][C:12]=3[NH:11][C:10]2=[O:18])=[C:4]([CH3:19])[CH:3]=1.C([O-])([O-])=O.[Cs+].[Cs+].[F:26][C:27]([F:38])([F:37])[CH2:28]OS(C(F)(F)F)(=O)=O. (3) Reactant: [C:1]([C:3]1[CH:8]=[C:7]([O:9][CH2:10][CH:11]2[CH2:16][CH2:15][N:14]([CH2:17][C:18]([F:21])([CH3:20])[CH3:19])[CH2:13][CH2:12]2)[CH:6]=[CH:5][C:4]=1[C:22]1[CH:27]=[CH:26][C:25]([C:28]([O:30]CC)=[O:29])=[C:24]([F:33])[CH:23]=1)#[N:2].O[Li].O. Product: [C:1]([C:3]1[CH:8]=[C:7]([O:9][CH2:10][CH:11]2[CH2:16][CH2:15][N:14]([CH2:17][C:18]([F:21])([CH3:20])[CH3:19])[CH2:13][CH2:12]2)[CH:6]=[CH:5][C:4]=1[C:22]1[CH:27]=[CH:26][C:25]([C:28]([OH:30])=[O:29])=[C:24]([F:33])[CH:23]=1)#[N:2]. The catalyst class is: 6. (4) Reactant: [NH2:1][C:2](=[NH:32])[C:3]1[CH:31]=[CH:30][C:6]([O:7][CH2:8][CH2:9][CH2:10][CH:11]2[CH2:16][CH2:15][N:14]([CH2:17][CH2:18][CH2:19][O:20][C:21]3[CH:29]=[CH:28][C:24]([C:25]([NH2:27])=[NH:26])=[CH:23][CH:22]=3)[CH2:13][CH2:12]2)=[CH:5][CH:4]=1.[ClH:33].C(O)C. Product: [ClH:33].[NH2:32][C:2](=[NH:1])[C:3]1[CH:31]=[CH:30][C:6]([O:7][CH2:8][CH2:9][CH2:10][CH:11]2[CH2:16][CH2:15][N:14]([CH2:17][CH2:18][CH2:19][O:20][C:21]3[CH:22]=[CH:23][C:24]([C:25]([NH2:27])=[NH:26])=[CH:28][CH:29]=3)[CH2:13][CH2:12]2)=[CH:5][CH:4]=1. The catalyst class is: 8. (5) Reactant: [S:1]1[CH:5]=[CH:4][CH:3]=[C:2]1[C:6]1[CH:10]=[CH:9][NH:8][N:7]=1.[I:11]N1C(=O)CCC1=O.S([O-])([O-])(=O)=S.[Na+].[Na+].C(=O)([O-])[O-].[Na+].[Na+]. Product: [I:11][C:10]1[C:6]([C:2]2[S:1][CH:5]=[CH:4][CH:3]=2)=[N:7][NH:8][CH:9]=1. The catalyst class is: 9.